Dataset: Forward reaction prediction with 1.9M reactions from USPTO patents (1976-2016). Task: Predict the product of the given reaction. (1) Given the reactants [Cl:1][C:2]1[CH:3]=[C:4]([CH:8]([C:16]2[CH:20]=[C:19]([CH:21]3OCC[O:22]3)[S:18][C:17]=2[CH3:26])[NH:9][S:10]([C:12]([CH3:15])([CH3:14])[CH3:13])=[O:11])[CH:5]=[CH:6][CH:7]=1, predict the reaction product. The product is: [Cl:1][C:2]1[CH:3]=[C:4]([CH:8]([C:16]2[CH:20]=[C:19]([CH:21]=[O:22])[S:18][C:17]=2[CH3:26])[NH:9][S:10]([C:12]([CH3:15])([CH3:14])[CH3:13])=[O:11])[CH:5]=[CH:6][CH:7]=1. (2) Given the reactants C([O:8][N:9]1[C:14](=[O:15])[C:13]2[CH:16]=[C:17]([F:25])[C:18]([N:20]3[CH2:24][CH2:23][CH2:22][CH2:21]3)=[N:19][C:12]=2[N:11]([C:26]2[CH:31]=[CH:30][C:29]([F:32])=[CH:28][C:27]=2[F:33])[C:10]1=[O:34])C1C=CC=CC=1, predict the reaction product. The product is: [F:33][C:27]1[CH:28]=[C:29]([F:32])[CH:30]=[CH:31][C:26]=1[N:11]1[C:12]2[N:19]=[C:18]([N:20]3[CH2:21][CH2:22][CH2:23][CH2:24]3)[C:17]([F:25])=[CH:16][C:13]=2[C:14](=[O:15])[N:9]([OH:8])[C:10]1=[O:34]. (3) Given the reactants [CH:1]1[C:14]2[C:5](=[CH:6][C:7]3[C:12]([C:13]=2[OH:15])=[CH:11][CH:10]=[CH:9][CH:8]=3)[CH:4]=[CH:3][CH:2]=1.C(N(CC)CC)C.Cl[P:24]1[O:30][C:29]2[CH:31]=[CH:32][CH:33]=[CH:34][C:28]=2[C:27]2[CH:35]=[CH:36][CH:37]=[CH:38][C:26]=2[O:25]1, predict the reaction product. The product is: [CH:11]1[C:12]2[C:7](=[CH:6][C:5]3[C:14]([C:13]=2[O:15][P:24]2[O:30][C:29]4[CH:31]=[CH:32][CH:33]=[CH:34][C:28]=4[C:27]4[CH:35]=[CH:36][CH:37]=[CH:38][C:26]=4[O:25]2)=[CH:1][CH:2]=[CH:3][CH:4]=3)[CH:8]=[CH:9][CH:10]=1.